From a dataset of Forward reaction prediction with 1.9M reactions from USPTO patents (1976-2016). Predict the product of the given reaction. (1) Given the reactants C([O:3][C:4]([C:6]1([S:20]([C:23]2[CH:28]=[CH:27][C:26]([O:29][CH2:30][C:31]#[C:32][CH2:33][N:34]3[CH2:39][CH2:38][O:37][CH2:36][CH2:35]3)=[CH:25][CH:24]=2)(=[O:22])=[O:21])[CH2:11][CH2:10][N:9]([CH2:12][C:13]2[CH:18]=[CH:17][C:16]([Br:19])=[CH:15][CH:14]=2)[CH2:8][CH2:7]1)=[O:5])C, predict the reaction product. The product is: [Br:19][C:16]1[CH:15]=[CH:14][C:13]([CH2:12][N:9]2[CH2:8][CH2:7][C:6]([S:20]([C:23]3[CH:28]=[CH:27][C:26]([O:29][CH2:30][C:31]#[C:32][CH2:33][N:34]4[CH2:39][CH2:38][O:37][CH2:36][CH2:35]4)=[CH:25][CH:24]=3)(=[O:22])=[O:21])([C:4]([OH:5])=[O:3])[CH2:11][CH2:10]2)=[CH:18][CH:17]=1. (2) Given the reactants [NH2:1][C:2]12[CH2:9][CH:8]3[CH2:10][C:4]([C:11]4[CH:16]=[CH:15][C:14]([N:17]5[CH2:21][CH2:20][CH2:19][C:18]5=[O:22])=[CH:13][CH:12]=4)([CH2:5][CH:6]1[CH2:7]3)[CH2:3]2.C([O-])([O-])=O.[K+].[K+].Cl[CH2:30][C:31]([N:33]1[CH2:37][CH2:36][CH2:35][C@H:34]1[C:38]#[N:39])=[O:32], predict the reaction product. The product is: [O:22]=[C:18]1[CH2:19][CH2:20][CH2:21][N:17]1[C:14]1[CH:15]=[CH:16][C:11]([C:4]23[CH2:10][CH:8]4[CH2:9][C:2]([NH:1][CH2:30][C:31]([N:33]5[CH2:37][CH2:36][CH2:35][C@H:34]5[C:38]#[N:39])=[O:32])([CH2:3]2)[CH:6]([CH2:7]4)[CH2:5]3)=[CH:12][CH:13]=1. (3) Given the reactants [CH2:1]([S:3][C:4]1[N:9]2[CH:10]=[CH:11][N:12]=[C:8]2[CH:7]=[C:6]([C:13]2[CH:18]=[CH:17][C:16]([S:19](Cl)(=[O:21])=[O:20])=[C:15]([O:23][CH3:24])[CH:14]=2)[N:5]=1)[CH3:2].[NH:25]1[CH2:30][CH2:29][CH2:28][CH2:27][CH2:26]1.O.C(Cl)Cl, predict the reaction product. The product is: [CH2:1]([S:3][C:4]1[N:9]2[CH:10]=[CH:11][N:12]=[C:8]2[CH:7]=[C:6]([C:13]2[CH:18]=[CH:17][C:16]([S:19]([N:25]3[CH2:30][CH2:29][CH2:28][CH2:27][CH2:26]3)(=[O:21])=[O:20])=[C:15]([O:23][CH3:24])[CH:14]=2)[N:5]=1)[CH3:2]. (4) Given the reactants [C:1]([NH:9][C@H:10]([C:13]([O:15][CH2:16][CH3:17])=[O:14])[C:11]#[N:12])(=O)[C:2]1[CH:7]=[CH:6][CH:5]=[CH:4][CH:3]=1.COC1C=CC(P2(SP(C3C=CC(OC)=CC=3)(=S)S2)=[S:27])=CC=1, predict the reaction product. The product is: [NH2:12][C:11]1[S:27][C:1]([C:2]2[CH:7]=[CH:6][CH:5]=[CH:4][CH:3]=2)=[N:9][C:10]=1[C:13]([O:15][CH2:16][CH3:17])=[O:14]. (5) Given the reactants [OH:1][CH:2]1[CH2:7][CH2:6][CH:5]([C:8]([O:10][CH3:11])=[O:9])[CH2:4][CH2:3]1.N1C=CN=C1.[Si:17](Cl)([C:20]([CH3:23])([CH3:22])[CH3:21])([CH3:19])[CH3:18].CCCCCC.C(OCC)(=O)C, predict the reaction product. The product is: [Si:17]([O:1][CH:2]1[CH2:3][CH2:4][CH:5]([C:8]([O:10][CH3:11])=[O:9])[CH2:6][CH2:7]1)([C:20]([CH3:23])([CH3:22])[CH3:21])([CH3:19])[CH3:18]. (6) Given the reactants [Br:1][C:2]1[CH:16]=[CH:15][C:5]2[C:6]3[C:12](=[N:13]O)[CH2:11][CH2:10][CH2:9][C:7]=3[O:8][C:4]=2[CH:3]=1.[OH-:17].[Na+], predict the reaction product. The product is: [Br:1][C:2]1[CH:16]=[CH:15][C:5]2[C:6]3[C:12](=[O:17])[NH:13][CH2:11][CH2:10][CH2:9][C:7]=3[O:8][C:4]=2[CH:3]=1. (7) Given the reactants [CH3:1][N:2]1[CH:7]2[CH2:8][CH2:9][CH2:10][CH:3]1[CH2:4][CH:5]([NH:11][C:12]([C:14]1[CH:15]=[CH:16][CH:17]=[C:18]3[O:22][C:21]([C:23]4[CH:28]=[CH:27][CH:26]=[CH:25][C:24]=4[OH:29])=[N:20][C:19]=13)=[O:13])[CH2:6]2.[ClH:30], predict the reaction product. The product is: [ClH:30].[CH3:1][N:2]1[CH:3]2[CH2:10][CH2:9][CH2:8][CH:7]1[CH2:6][CH:5]([NH:11][C:12]([C:14]1[CH:15]=[CH:16][CH:17]=[C:18]3[O:22][C:21]([C:23]4[CH:28]=[CH:27][CH:26]=[CH:25][C:24]=4[OH:29])=[N:20][C:19]=13)=[O:13])[CH2:4]2.